From a dataset of Reaction yield outcomes from USPTO patents with 853,638 reactions. Predict the reaction yield, written as a fraction of the theoretical maximum amount of product (1.0 means a 100% yield; for example, 0.34 means a 34% yield). (1) The reactants are CO.[NH2:3][C:4]1[C:9]([C:10]2[O:14][N:13]=[C:12]([CH2:15][C:16]3[CH:21]=[CH:20][C:19]([OH:22])=[CH:18][CH:17]=3)[CH:11]=2)=[CH:8][CH:7]=[C:6]([NH2:23])[N:5]=1.[OH-].[Na+].[Cl:26][C:27]1[CH:32]=[N:31][CH:30]=[C:29](Cl)[N:28]=1. The catalyst is CN(C)C=O. The product is [Cl:26][C:27]1[N:28]=[C:29]([O:22][C:19]2[CH:20]=[CH:21][C:16]([CH2:15][C:12]3[CH:11]=[C:10]([C:9]4[C:4]([NH2:3])=[N:5][C:6]([NH2:23])=[CH:7][CH:8]=4)[O:14][N:13]=3)=[CH:17][CH:18]=2)[CH:30]=[N:31][CH:32]=1. The yield is 0.670. (2) The reactants are [NH2:1][C@H:2]1[C:10]2[C:5](=[CH:6][CH:7]=[CH:8][CH:9]=2)[CH2:4][C@@H:3]1[NH:11][C:12]([C:14]1[NH:18][C:17]2[C:19]([Cl:23])=[C:20]([Cl:22])[S:21][C:16]=2[CH:15]=1)=[O:13].CCN(CC)CC.[CH3:31][N:32]([CH3:36])[C:33](Cl)=[O:34]. The catalyst is C(Cl)Cl. The product is [Cl:22][C:20]1[S:21][C:16]2[CH:15]=[C:14]([C:12]([NH:11][C@H:3]3[CH2:4][C:5]4[C:10](=[CH:9][CH:8]=[CH:7][CH:6]=4)[C@@H:2]3[NH:1][C:33]([N:32]([CH3:36])[CH3:31])=[O:34])=[O:13])[NH:18][C:17]=2[C:19]=1[Cl:23]. The yield is 0.230. (3) The reactants are C(N(CC)CC)C.[CH2:8]([O:12][C:13]1[CH:18]=[CH:17][C:16]([S:19](Cl)(=[O:21])=[O:20])=[CH:15][CH:14]=1)[C:9]#[C:10][CH3:11].[NH2:23][CH2:24][C:25]([N:34]1[CH2:39][CH2:38][N:37]([C:40]([O:42][C:43]([CH3:46])([CH3:45])[CH3:44])=[O:41])[CH2:36][CH2:35]1)([C:30]([O:32][CH3:33])=[O:31])[C:26]([O:28][CH3:29])=[O:27]. The catalyst is ClCCl. The product is [C:43]([O:42][C:40]([N:37]1[CH2:38][CH2:39][N:34]([C:25]([CH2:24][NH:23][S:19]([C:16]2[CH:17]=[CH:18][C:13]([O:12][CH2:8][C:9]#[C:10][CH3:11])=[CH:14][CH:15]=2)(=[O:21])=[O:20])([C:30]([O:32][CH3:33])=[O:31])[C:26]([O:28][CH3:29])=[O:27])[CH2:35][CH2:36]1)=[O:41])([CH3:45])([CH3:46])[CH3:44]. The yield is 0.510.